The task is: Predict the reactants needed to synthesize the given product.. This data is from Full USPTO retrosynthesis dataset with 1.9M reactions from patents (1976-2016). Given the product [Br:1][C:2]1[CH:3]=[CH:4][C:5]([O:8][C:9]2[CH:16]=[CH:15][C:12]([CH2:13][NH:22][CH2:17][CH2:18][CH:19]([CH3:21])[CH3:20])=[CH:11][CH:10]=2)=[N:6][CH:7]=1, predict the reactants needed to synthesize it. The reactants are: [Br:1][C:2]1[CH:3]=[CH:4][C:5]([O:8][C:9]2[CH:16]=[CH:15][C:12]([CH:13]=O)=[CH:11][CH:10]=2)=[N:6][CH:7]=1.[CH2:17]([NH2:22])[CH2:18][CH:19]([CH3:21])[CH3:20].[BH-](OC(C)=O)(OC(C)=O)OC(C)=O.[Na+].C(O)(=O)C.